Predict which catalyst facilitates the given reaction. From a dataset of Catalyst prediction with 721,799 reactions and 888 catalyst types from USPTO. Reactant: CCN(C(C)C)C(C)C.C1C=CC2N(O)N=NC=2C=1.CCN=C=NCCCN(C)C.[F:31][C:32]1[CH:37]=[CH:36][C:35]([C:38]2[O:42][N:41]=[C:40]([C:43]([OH:45])=O)[CH:39]=2)=[CH:34][CH:33]=1.FC1C=CC(C(=O)C)=CC=1.[ClH:56].[NH2:57][CH2:58][C:59]([N:61]1[CH2:66][CH2:65][N:64]([C:67](=[O:76])[C:68]2[CH:73]=[C:72]([F:74])[CH:71]=[CH:70][C:69]=2Cl)[CH2:63][CH2:62]1)=[O:60].ClC1C=CC(F)=CC=1C(O)=O. Product: [Cl:56][C:69]1[CH:70]=[CH:71][C:72]([F:74])=[CH:73][C:68]=1[C:67]([N:64]1[CH2:63][CH2:62][N:61]([C:59](=[O:60])[CH2:58][NH:57][C:43]([C:40]2[CH:39]=[C:38]([C:35]3[CH:34]=[CH:33][C:32]([F:31])=[CH:37][CH:36]=3)[O:42][N:41]=2)=[O:45])[CH2:66][CH2:65]1)=[O:76]. The catalyst class is: 18.